Predict which catalyst facilitates the given reaction. From a dataset of Catalyst prediction with 721,799 reactions and 888 catalyst types from USPTO. (1) Reactant: [CH2:1]1[C:5]2([CH2:10][CH2:9][N:8]([C:11]([O:13][C:14]([CH3:17])([CH3:16])[CH3:15])=[O:12])[CH2:7][CH2:6]2)[CH2:4][CH2:3][NH:2]1.Br[C:19]1[S:20][C:21]([S:24]([CH3:27])(=[O:26])=[O:25])=[N:22][N:23]=1.C1(P(C2CCCCC2)C2C=CC=CC=2C2C(C(C)C)=CC(C(C)C)=CC=2C(C)C)CCCCC1.[O-]P([O-])([O-])=O.[K+].[K+].[K+]. Product: [CH3:27][S:24]([C:21]1[S:20][C:19]([N:2]2[CH2:3][CH2:4][C:5]3([CH2:10][CH2:9][N:8]([C:11]([O:13][C:14]([CH3:17])([CH3:16])[CH3:15])=[O:12])[CH2:7][CH2:6]3)[CH2:1]2)=[N:23][N:22]=1)(=[O:26])=[O:25]. The catalyst class is: 110. (2) Reactant: [Cl:1][C:2]1[CH:7]=[CH:6][N:5]=[C:4]2[CH:8]=[C:9]([C:11]([O-:13])=O)[S:10][C:3]=12.[Li+].S(Cl)(Cl)=O.C(Cl)Cl.[NH:22]1[CH2:26][CH2:25][CH2:24][CH2:23]1. Product: [Cl:1][C:2]1[CH:7]=[CH:6][N:5]=[C:4]2[CH:8]=[C:9]([C:11]([N:22]3[CH2:26][CH2:25][CH2:24][CH2:23]3)=[O:13])[S:10][C:3]=12. The catalyst class is: 3. (3) Reactant: [Cl:1][C:2]1[CH:3]=[C:4]2[C:8](=[CH:9][CH:10]=1)[NH:7][C:6]([C:11]([NH:13][C@H:14]1[CH2:19][CH2:18][C@H:17]([C:20]([N:22]([CH3:24])[CH3:23])=[O:21])[CH2:16][C@H:15]1[NH:25][C:26]([C:28]1[N:29]=[CH:30][C:31]3[CH2:36][N:35]([C:37](OC(C)(C)C)=O)[CH2:34][C:32]=3[N:33]=1)=[O:27])=[O:12])=[CH:5]2.FC(F)(F)C(O)=O. Product: [ClH:1].[Cl:1][C:2]1[CH:3]=[C:4]2[C:8](=[CH:9][CH:10]=1)[NH:7][C:6]([C:11]([NH:13][C@H:14]1[CH2:19][CH2:18][C@H:17]([C:20]([N:22]([CH3:24])[CH3:23])=[O:21])[CH2:16][C@H:15]1[NH:25][C:26]([C:28]1[N:29]=[CH:30][C:31]3[CH2:36][N:35]([CH3:37])[CH2:34][C:32]=3[N:33]=1)=[O:27])=[O:12])=[CH:5]2. The catalyst class is: 2. (4) Reactant: [C:1]([O:5][C:6]([NH:8][C@@H:9]1[CH2:11][C@H:10]1[C:12]1[CH:13]=[C:14]([C:17]([OH:19])=O)[S:15][CH:16]=1)=[O:7])([CH3:4])([CH3:3])[CH3:2].[CH3:20][C:21]1[S:25][C:24]([NH2:26])=[N:23][N:22]=1.C(N(CC)CC)C.F[P-](F)(F)(F)(F)F.N1(OC(N(C)C)=[N+](C)C)C2N=CC=CC=2N=N1. Product: [C:1]([O:5][C:6](=[O:7])[NH:8][C@@H:9]1[CH2:11][C@H:10]1[C:12]1[CH:13]=[C:14]([C:17](=[O:19])[NH:26][C:24]2[S:25][C:21]([CH3:20])=[N:22][N:23]=2)[S:15][CH:16]=1)([CH3:2])([CH3:3])[CH3:4]. The catalyst class is: 248.